From a dataset of Forward reaction prediction with 1.9M reactions from USPTO patents (1976-2016). Predict the product of the given reaction. (1) Given the reactants [CH3:1][CH:2]1[O:7][C:6]2[CH:8]=[CH:9][C:10]([CH2:12][CH:13]3[CH2:18][CH2:17][N:16]([C:19]4[CH:29]=[CH:28][C:22]([C:23](OCC)=[O:24])=[CH:21][CH:20]=4)[CH2:15][CH2:14]3)=[CH:11][C:5]=2[NH:4][C:3]1=[O:30].Cl.[CH3:32][NH2:33], predict the reaction product. The product is: [CH3:32][NH:33][C:23](=[O:24])[C:22]1[CH:28]=[CH:29][C:19]([N:16]2[CH2:15][CH2:14][CH:13]([CH2:12][C:10]3[CH:9]=[CH:8][C:6]4[O:7][CH:2]([CH3:1])[C:3](=[O:30])[NH:4][C:5]=4[CH:11]=3)[CH2:18][CH2:17]2)=[CH:20][CH:21]=1. (2) Given the reactants [C:1]([C:4]1[CH:12]=[CH:11][C:7]([C:8]([OH:10])=[O:9])=[CH:6][C:5]=1[Cl:13])(=[O:3])[CH3:2].[C:14](=O)([O-])[O-].[K+].[K+].IC.O, predict the reaction product. The product is: [C:1]([C:4]1[CH:12]=[CH:11][C:7]([C:8]([O:10][CH3:14])=[O:9])=[CH:6][C:5]=1[Cl:13])(=[O:3])[CH3:2]. (3) Given the reactants [CH3:1][O:2][CH:3]([O:16][CH3:17])[C:4]1[C:13]([CH:14]=[O:15])=[CH:12][C:11]2[CH2:10][CH2:9][CH2:8][NH:7][C:6]=2[N:5]=1.[BH4-].[Na+], predict the reaction product. The product is: [CH3:17][O:16][CH:3]([O:2][CH3:1])[C:4]1[C:13]([CH2:14][OH:15])=[CH:12][C:11]2[CH2:10][CH2:9][CH2:8][NH:7][C:6]=2[N:5]=1.